From a dataset of Full USPTO retrosynthesis dataset with 1.9M reactions from patents (1976-2016). Predict the reactants needed to synthesize the given product. (1) Given the product [Cl:1][C:2]1[CH:3]=[C:4]([C:9]2[N:13]3[C:14]4[N:22]=[C:21]([O:23][CH3:24])[CH:20]=[CH:19][C:15]=4[N:16]=[C:17]([CH3:18])[C:12]3=[C:11]([CH3:25])[N:10]=2)[CH:5]=[CH:6][CH:7]=1, predict the reactants needed to synthesize it. The reactants are: [Cl:1][C:2]1[CH:3]=[C:4]([C:9]2[N:13]3[C:14]4[N:22]=[C:21]([O:23][CH3:24])[CH:20]=[CH:19][C:15]=4[N:16]=[C:17]([CH3:18])[C:12]3=[C:11]([CH3:25])[N:10]=2)[CH:5]=[C:6](Cl)[CH:7]=1.ClC1C=C(B(O)O)C=CC=1.C([O-])([O-])=O.[K+].[K+]. (2) The reactants are: [CH2:1]([N:3]([CH2:14][CH2:15][NH:16][C:17]([C:19]1[CH:28]=[N:27][C:26]2[C:21](=[CH:22][CH:23]=[C:24]([I:29])[CH:25]=2)[N:20]=1)=[O:18])[CH2:4][CH2:5][O:6][C:7]1[C:8]([F:13])=[N:9][CH:10]=[CH:11][CH:12]=1)[CH3:2].[ClH:30]. Given the product [ClH:30].[ClH:30].[CH2:1]([N:3]([CH2:14][CH2:15][NH:16][C:17]([C:19]1[CH:28]=[N:27][C:26]2[C:21](=[CH:22][CH:23]=[C:24]([I:29])[CH:25]=2)[N:20]=1)=[O:18])[CH2:4][CH2:5][O:6][C:7]1[C:8]([F:13])=[N:9][CH:10]=[CH:11][CH:12]=1)[CH3:2], predict the reactants needed to synthesize it.